This data is from Forward reaction prediction with 1.9M reactions from USPTO patents (1976-2016). The task is: Predict the product of the given reaction. (1) Given the reactants [C:1]([O:5][C:6](=[O:33])[NH:7][CH2:8][CH2:9][CH2:10][N:11]1[C:20]2[CH:19]=[CH:18][C:17](I)=[CH:16][C:15]=2[C:14]2=[N:22][N:23]([CH:26]3[CH2:31][CH2:30][CH2:29][CH2:28][O:27]3)[C:24]([CH3:25])=[C:13]2[C:12]1=[O:32])([CH3:4])([CH3:3])[CH3:2].O.[CH3:35][N:36](C=O)C, predict the reaction product. The product is: [C:1]([O:5][C:6](=[O:33])[NH:7][CH2:8][CH2:9][CH2:10][N:11]1[C:20]2[CH:19]=[CH:18][C:17]([C:35]#[N:36])=[CH:16][C:15]=2[C:14]2=[N:22][N:23]([CH:26]3[CH2:31][CH2:30][CH2:29][CH2:28][O:27]3)[C:24]([CH3:25])=[C:13]2[C:12]1=[O:32])([CH3:4])([CH3:3])[CH3:2]. (2) Given the reactants [C:1]([O:5][C:6]([N:8]1[CH2:12][CH2:11][CH2:10][CH:9]1[C:13]1[N:14]([CH2:19][O:20][CH2:21][CH2:22][Si:23]([CH3:26])([CH3:25])[CH3:24])[CH:15]=[C:16](Br)[N:17]=1)=[O:7])([CH3:4])([CH3:3])[CH3:2].[Li]C(C)(C)C.[C:32](=[O:34])=[O:33], predict the reaction product. The product is: [C:1]([O:5][C:6]([N:8]1[CH2:12][CH2:11][CH2:10][CH:9]1[C:13]1[N:14]([CH2:19][O:20][CH2:21][CH2:22][Si:23]([CH3:26])([CH3:25])[CH3:24])[CH:15]=[C:16]([C:32]([OH:34])=[O:33])[N:17]=1)=[O:7])([CH3:4])([CH3:3])[CH3:2].